Dataset: Forward reaction prediction with 1.9M reactions from USPTO patents (1976-2016). Task: Predict the product of the given reaction. (1) Given the reactants [CH3:1][O:2][C:3]1[CH:4]=[C:5]([CH2:23][OH:24])[CH:6]=[CH:7][C:8]=1[O:9][CH2:10][C:11]1[N:12]=[C:13]([C:17]2[CH:22]=[CH:21][CH:20]=[CH:19][CH:18]=2)[S:14][C:15]=1[CH3:16].O[C:26]1[C:30]([CH:31]=[O:32])=[CH:29][N:28]([C:33]2[CH:38]=[CH:37][CH:36]=[CH:35][CH:34]=2)[N:27]=1.C(P(CCCC)CCCC)CCC.N(C(N1CCCCC1)=O)=NC(N1CCCCC1)=O, predict the reaction product. The product is: [CH3:1][O:2][C:3]1[CH:4]=[C:5]([CH:6]=[CH:7][C:8]=1[O:9][CH2:10][C:11]1[N:12]=[C:13]([C:17]2[CH:22]=[CH:21][CH:20]=[CH:19][CH:18]=2)[S:14][C:15]=1[CH3:16])[CH2:23][O:24][C:26]1[C:30]([CH:31]=[O:32])=[CH:29][N:28]([C:33]2[CH:34]=[CH:35][CH:36]=[CH:37][CH:38]=2)[N:27]=1. (2) Given the reactants [Cl:1][C:2]([Cl:20])=[CH:3][CH2:4][O:5][C:6]1[CH:17]=[C:16]([Cl:18])[C:9]([O:10][CH2:11][CH2:12][CH2:13][CH2:14]O)=[C:8]([Cl:19])[CH:7]=1.C(Br)(Br)(Br)[Br:22].C1(P(C2C=CC=CC=2)C2C=CC=CC=2)C=CC=CC=1, predict the reaction product. The product is: [Cl:1][C:2]([Cl:20])=[CH:3][CH2:4][O:5][C:6]1[CH:17]=[C:16]([Cl:18])[C:9]([O:10][CH2:11][CH2:12][CH2:13][CH2:14][Br:22])=[C:8]([Cl:19])[CH:7]=1. (3) Given the reactants CC(C)([O-])C.[K+].[F:7][C:8]([F:27])([F:26])[C:9]1[CH:10]=[C:11]([C@H:19]2[O:23][C:22](=[O:24])[NH:21][C@H:20]2[CH3:25])[CH:12]=[C:13]([C:15]([F:18])([F:17])[F:16])[CH:14]=1.Cl[CH2:29][C:30]1[C:35]([N:36]([CH2:39][C@H:40]2[CH2:45][CH2:44][C@H:43]([CH2:46][C:47]([O:49][CH2:50][CH3:51])=[O:48])[CH2:42][CH2:41]2)[CH2:37][CH3:38])=[CH:34][CH:33]=[CH:32][N:31]=1.[NH4+].[Cl-], predict the reaction product. The product is: [F:27][C:8]([F:7])([F:26])[C:9]1[CH:10]=[C:11]([C@H:19]2[O:23][C:22](=[O:24])[N:21]([CH2:29][C:30]3[C:35]([N:36]([CH2:39][C@H:40]4[CH2:45][CH2:44][C@H:43]([CH2:46][C:47]([O:49][CH2:50][CH3:51])=[O:48])[CH2:42][CH2:41]4)[CH2:37][CH3:38])=[CH:34][CH:33]=[CH:32][N:31]=3)[C@H:20]2[CH3:25])[CH:12]=[C:13]([C:15]([F:16])([F:17])[F:18])[CH:14]=1. (4) Given the reactants [CH:1]1([NH2:4])[CH2:3][CH2:2]1.[C:5]([O:9][C:10]([NH:12][C@@H:13]([CH2:19][CH2:20][CH3:21])[C@H:14]([OH:18])[C:15](O)=[O:16])=[O:11])([CH3:8])([CH3:7])[CH3:6].C1C=C2N=NN(O)C2=CC=1.O.CCN=C=NCCCN(C)C.Cl, predict the reaction product. The product is: [CH:1]1([NH:4][C:15](=[O:16])[C@@H:14]([OH:18])[C@@H:13]([NH:12][C:10]([O:9][C:5]([CH3:8])([CH3:7])[CH3:6])=[O:11])[CH2:19][CH2:20][CH3:21])[CH2:3][CH2:2]1. (5) Given the reactants [CH2:1](Br)[C:2]1[CH:7]=[CH:6][CH:5]=[CH:4][CH:3]=1.[CH2:9]([O:11][C:12](=[O:25])[NH:13][C:14]1[CH:19]=[C:18]([Cl:20])[N:17]=[C:16]([Cl:21])[C:15]=1[N+:22]([O-:24])=[O:23])[CH3:10], predict the reaction product. The product is: [CH2:9]([O:11][C:12](=[O:25])[N:13]([CH2:1][C:2]1[CH:7]=[CH:6][CH:5]=[CH:4][CH:3]=1)[C:14]1[CH:19]=[C:18]([Cl:20])[N:17]=[C:16]([Cl:21])[C:15]=1[N+:22]([O-:24])=[O:23])[CH3:10]. (6) Given the reactants [N+:1]([C:4]1[CH:12]=[C:11]2[C:7]([CH:8]=[CH:9][NH:10]2)=[CH:6][CH:5]=1)([O-])=O.[CH2:13](Br)[CH3:14], predict the reaction product. The product is: [CH2:13]([C:8]1[C:7]2[C:11](=[CH:12][C:4]([NH2:1])=[CH:5][CH:6]=2)[NH:10][CH:9]=1)[CH3:14]. (7) Given the reactants [B:10]1([B:10]2[O:14][C:13]([CH3:16])([CH3:15])[C:12]([CH3:18])([CH3:17])[O:11]2)[O:14][C:13]([CH3:16])([CH3:15])[C:12]([CH3:18])([CH3:17])[O:11]1.Br[C:20]1[C:29]([CH3:30])=[CH:28][CH:27]=[CH:26][C:21]=1[C:22]([O:24][CH3:25])=[O:23].C([O-])(=O)C.[K+], predict the reaction product. The product is: [CH3:30][C:29]1[C:20]([B:10]2[O:11][C:12]([CH3:17])([CH3:18])[C:13]([CH3:15])([CH3:16])[O:14]2)=[C:21]([CH:26]=[CH:27][CH:28]=1)[C:22]([O:24][CH3:25])=[O:23].